Dataset: Forward reaction prediction with 1.9M reactions from USPTO patents (1976-2016). Task: Predict the product of the given reaction. (1) Given the reactants C[Sn](C)(C)[C:3]1[C:12]2[C:7](=[CH:8][CH:9]=[CH:10][CH:11]=2)[C:6]([C:13]([O:15]C)=[O:14])=[CH:5][CH:4]=1.Br[C:20]1[CH:25]=[CH:24][CH:23]=[C:22]([CH3:26])[N:21]=1, predict the reaction product. The product is: [CH3:26][C:22]1[N:21]=[C:20]([C:3]2[C:12]3[C:7](=[CH:8][CH:9]=[CH:10][CH:11]=3)[C:6]([C:13]([OH:15])=[O:14])=[CH:5][CH:4]=2)[CH:25]=[CH:24][CH:23]=1. (2) Given the reactants [NH2:1][C:2]1[CH:10]=[CH:9][C:8]([Cl:11])=[CH:7][C:3]=1[C:4]([NH2:6])=[O:5].C[C:13](O)=[O:14].[O-]C#N.[Na+].[OH-].[Na+], predict the reaction product. The product is: [Cl:11][C:8]1[CH:7]=[C:3]2[C:2](=[CH:10][CH:9]=1)[N:1]=[C:13]([OH:14])[N:6]=[C:4]2[OH:5]. (3) Given the reactants Cl[C:2]1[CH:3]=[C:4]([C:9]2[N:13]3[C:14]4[N:22]=[C:21]([O:23][CH3:24])[CH:20]=[CH:19][C:15]=4[N:16]=[C:17]([CH3:18])[C:12]3=[C:11]([CH3:25])[N:10]=2)[CH:5]=[C:6](Cl)[CH:7]=1.[CH:26]([O:29]C1C=CC=CC=1B(O)O)([CH3:28])[CH3:27].C([O-])([O-])=O.[K+].[K+], predict the reaction product. The product is: [CH:26]([O:29][C:5]1[CH:6]=[CH:7][CH:2]=[CH:3][C:4]=1[C:9]1[N:13]2[C:14]3[N:22]=[C:21]([O:23][CH3:24])[CH:20]=[CH:19][C:15]=3[N:16]=[C:17]([CH3:18])[C:12]2=[C:11]([CH3:25])[N:10]=1)([CH3:28])[CH3:27].